Dataset: Forward reaction prediction with 1.9M reactions from USPTO patents (1976-2016). Task: Predict the product of the given reaction. (1) Given the reactants [CH2:1]([O:3][C:4]1[CH:5]=[C:6]([C:13](=[O:41])[CH2:14][CH2:15][C:16]([NH:18][C:19]2[CH:24]=[C:23]([C:25]3[CH:34]=[CH:33][C:28]([C:29]([O:31]C)=[O:30])=[CH:27][CH:26]=3)[CH:22]=[C:21]([C:35]3[CH:40]=[CH:39][CH:38]=[CH:37][CH:36]=3)[N:20]=2)=[O:17])[CH:7]=[CH:8][C:9]=1[O:10][CH2:11][CH3:12])[CH3:2].[OH-].[Na+].O1CCCC1, predict the reaction product. The product is: [CH2:1]([O:3][C:4]1[CH:5]=[C:6]([C:13](=[O:41])[CH2:14][CH2:15][C:16]([NH:18][C:19]2[CH:24]=[C:23]([C:25]3[CH:26]=[CH:27][C:28]([C:29]([OH:31])=[O:30])=[CH:33][CH:34]=3)[CH:22]=[C:21]([C:35]3[CH:36]=[CH:37][CH:38]=[CH:39][CH:40]=3)[N:20]=2)=[O:17])[CH:7]=[CH:8][C:9]=1[O:10][CH2:11][CH3:12])[CH3:2]. (2) Given the reactants [NH2:1][C:2]1[C:11]2[N:10]=[CH:9][C:8]([CH2:12][CH2:13][C:14]3[CH:19]=[CH:18][C:17]([OH:20])=[CH:16][C:15]=3[CH3:21])=[CH:7][C:6]=2[C:5]2[CH:22]=[CH:23][C:24]([CH3:26])=[CH:25][C:4]=2[N:3]=1.C(=O)([O-])[O-].[Cs+].[Cs+].Br[CH2:34][C:35]1[CH:40]=[CH:39][CH:38]=[C:37]([I:41])[CH:36]=1, predict the reaction product. The product is: [I:41][C:37]1[CH:36]=[C:35]([CH:40]=[CH:39][CH:38]=1)[CH2:34][O:20][C:17]1[CH:18]=[CH:19][C:14]([CH2:13][CH2:12][C:8]2[CH:9]=[N:10][C:11]3[C:6]([CH:7]=2)=[C:5]2[CH:22]=[CH:23][C:24]([CH3:26])=[CH:25][C:4]2=[N:3][C:2]=3[NH2:1])=[C:15]([CH3:21])[CH:16]=1.